Dataset: HIV replication inhibition screening data with 41,000+ compounds from the AIDS Antiviral Screen. Task: Binary Classification. Given a drug SMILES string, predict its activity (active/inactive) in a high-throughput screening assay against a specified biological target. The molecule is Cn1c2ccccc2c2c(-c3ccccc3)cc3c(c21)C(=O)C=CC3=O. The result is 0 (inactive).